This data is from Forward reaction prediction with 1.9M reactions from USPTO patents (1976-2016). The task is: Predict the product of the given reaction. (1) Given the reactants [CH3:1][O:2][C:3](=[O:12])[C:4]1[CH:9]=[CH:8][C:7]([NH2:10])=[C:6]([OH:11])[CH:5]=1.C(=O)([O-])[O-].[Cs+].[Cs+].I[CH:20]([CH3:22])[CH3:21], predict the reaction product. The product is: [CH3:1][O:2][C:3](=[O:12])[C:4]1[CH:9]=[CH:8][C:7]([NH2:10])=[C:6]([O:11][CH:20]([CH3:22])[CH3:21])[CH:5]=1. (2) Given the reactants [F:1][CH:2]([C:8]([O:10]CC)=O)[C:3]([O:5]CC)=O.Cl.[C:14]([NH2:17])(=[NH:16])[CH3:15], predict the reaction product. The product is: [F:1][C:2]1[C:3]([OH:5])=[N:16][C:14]([CH3:15])=[N:17][C:8]=1[OH:10].